Dataset: Forward reaction prediction with 1.9M reactions from USPTO patents (1976-2016). Task: Predict the product of the given reaction. (1) The product is: [ClH:15].[CH3:1][C:2]1[C:3]2[NH:12][C:19]3[CH2:20][CH2:21][NH:16][CH2:17][C:18]=3[C:4]=2[CH:5]=[CH:6][C:7]=1[C:8]([F:11])([F:10])[F:9]. Given the reactants [CH3:1][C:2]1[C:7]([C:8]([F:11])([F:10])[F:9])=[CH:6][CH:5]=[CH:4][C:3]=1[NH:12]N.O.[ClH:15].[NH:16]1[CH2:21][CH2:20][C:19](=O)[CH2:18][CH2:17]1, predict the reaction product. (2) Given the reactants [NH2:1][C:2]1[CH:7]=[CH:6][CH:5]=[CH:4][C:3]=1[NH:8][C:9]([CH2:11][CH2:12][CH2:13][CH2:14][CH2:15][NH:16][C:17](=[O:26])[C:18]1[CH:23]=[CH:22][C:21](Br)=[C:20]([CH3:25])[CH:19]=1)=[O:10].[CH3:27][O:28][C:29]1[CH:34]=[C:33]([O:35][CH3:36])[CH:32]=[CH:31][C:30]=1B(O)O, predict the reaction product. The product is: [NH2:1][C:2]1[CH:7]=[CH:6][CH:5]=[CH:4][C:3]=1[NH:8][C:9]([CH2:11][CH2:12][CH2:13][CH2:14][CH2:15][NH:16][C:17](=[O:26])[C:18]1[CH:23]=[CH:22][C:21]([C:32]2[CH:31]=[CH:30][C:29]([O:28][CH3:27])=[CH:34][C:33]=2[O:35][CH3:36])=[C:20]([CH3:25])[CH:19]=1)=[O:10]. (3) The product is: [CH2:29]([O:22][C:21](=[O:23])[CH2:20][C:5]1[CH:6]=[CH:7][CH:8]=[C:9]([NH:10][C:11]2[CH:16]=[CH:15][CH:14]=[C:13]([N+:17]([O-:19])=[O:18])[CH:12]=2)[C:4]=1[N+:1]([O-:3])=[O:2])[CH3:30]. Given the reactants [N+:1]([C:4]1[C:9]([NH:10][C:11]2[CH:16]=[CH:15][CH:14]=[C:13]([N+:17]([O-:19])=[O:18])[CH:12]=2)=[CH:8][CH:7]=[CH:6][C:5]=1[CH2:20][C:21]([OH:23])=[O:22])([O-:3])=[O:2].OS(O)(=O)=O.[CH3:29][CH2:30]O, predict the reaction product. (4) Given the reactants Br[C:2]1[C:11]2[C:6](=[CH:7][CH:8]=[CH:9][CH:10]=2)[CH:5]=[CH:4][C:3]=1[O:12][C@H:13]1[CH2:17][N:16]([C:18](=[O:37])[C@H:19]([CH:31]2[CH2:36][CH2:35][CH2:34][CH2:33][CH2:32]2)[NH:20][C:21]([O:23][CH2:24][CH2:25][CH2:26][CH2:27][CH2:28][CH:29]=[CH2:30])=[O:22])[C@H:15]([C:38]([O:40][CH3:41])=[O:39])[CH2:14]1, predict the reaction product. The product is: [CH:31]1([C@H:19]2[C:18](=[O:37])[N:16]3[CH2:17][C@@H:13]([CH2:14][C@H:15]3[C:38]([O:40][CH3:41])=[O:39])[O:12][C:3]3[CH:4]=[CH:5][C:6]4[C:11]([C:2]=3[C:29](=[CH2:30])[CH2:28][CH2:27][CH2:26][CH2:25][CH2:24][O:23][C:21](=[O:22])[NH:20]2)=[CH:10][CH:9]=[CH:8][CH:7]=4)[CH2:36][CH2:35][CH2:34][CH2:33][CH2:32]1.